From a dataset of Forward reaction prediction with 1.9M reactions from USPTO patents (1976-2016). Predict the product of the given reaction. (1) The product is: [CH2:18]([Sn:22]([CH2:47][CH2:48][CH2:49][CH3:50])([O:40][CH2:41][CH:42]([CH2:45][CH3:46])[CH2:43][CH3:44])[O:15][CH2:14][CH:13]([CH2:16][CH3:17])[CH2:11][CH3:12])[CH2:19][CH2:20][CH3:21]. Given the reactants C([Sn](=O)CCCC)CCC.[CH2:11]([CH:13]([CH2:16][CH3:17])[CH2:14][OH:15])[CH3:12].[CH2:18]([Sn:22]([CH2:47][CH2:48][CH2:49][CH3:50])([O:40][CH2:41][CH:42]([CH2:45][CH3:46])[CH2:43][CH3:44])O[Sn:22]([CH2:47][CH2:48][CH2:49][CH3:50])([CH2:18][CH2:19][CH2:20][CH3:21])[O:40][CH2:41][CH:42]([CH2:45][CH3:46])[CH2:43][CH3:44])[CH2:19][CH2:20][CH3:21], predict the reaction product. (2) The product is: [Cl:31][C:28]1[CH:27]=[CH:26][C:25]([C:21]2[C:20]([CH2:19][O:18][C:15]3[CH:16]=[CH:17][C:12]([C:11]([NH:8][CH:5]([CH3:7])[CH3:6])=[O:32])=[CH:13][N:14]=3)=[CH:24][O:23][N:22]=2)=[CH:30][CH:29]=1. Given the reactants C[Al](C)C.[CH:5]([NH2:8])([CH3:7])[CH3:6].CO[C:11](=[O:32])[C:12]1[CH:17]=[CH:16][C:15]([O:18][CH2:19][C:20]2[C:21]([C:25]3[CH:30]=[CH:29][C:28]([Cl:31])=[CH:27][CH:26]=3)=[N:22][O:23][CH:24]=2)=[N:14][CH:13]=1.O, predict the reaction product.